This data is from Forward reaction prediction with 1.9M reactions from USPTO patents (1976-2016). The task is: Predict the product of the given reaction. Given the reactants CC1C2C(OC=C(C)C2CC1)=O.[OH:13][C@H:14]1[O:19][C:18](=[O:20])[C@@H:17]2[C@@H:21]([CH3:24])[CH2:22][CH2:23][C@@H:16]2[C@H:15]1[CH3:25], predict the reaction product. The product is: [CH3:24][C@@H:21]1[C@@H:17]([C:18]([OH:20])=[O:19])[C@@H:16]([C@H:15]([CH:14]=[O:13])[CH3:25])[CH2:23][CH2:22]1.